This data is from Full USPTO retrosynthesis dataset with 1.9M reactions from patents (1976-2016). The task is: Predict the reactants needed to synthesize the given product. (1) Given the product [Br:1][C:2]1[CH:24]=[CH:23][C:22]([F:25])=[CH:21][C:3]=1[O:4][CH:5]1[CH2:10][CH2:9][N:8]([C:11]2[N:15]=[C:14]([C:16]3[CH:20]=[CH:19][N:18]([CH2:29][CH2:30][C:31]([O:33][CH2:34][CH3:35])=[O:32])[N:17]=3)[O:13][N:12]=2)[CH2:7][CH2:6]1, predict the reactants needed to synthesize it. The reactants are: [Br:1][C:2]1[CH:24]=[CH:23][C:22]([F:25])=[CH:21][C:3]=1[O:4][CH:5]1[CH2:10][CH2:9][N:8]([C:11]2[N:15]=[C:14]([C:16]3[CH:20]=[CH:19][NH:18][N:17]=3)[O:13][N:12]=2)[CH2:7][CH2:6]1.[H-].[Na+].Br[CH2:29][CH2:30][C:31]([O:33][CH2:34][CH3:35])=[O:32]. (2) Given the product [Br:8][C:5]1[CH:6]=[CH:7][C:2]([N:1]2[Si:18]([CH3:20])([CH3:19])[CH2:17][CH2:16][Si:15]2([CH3:23])[CH3:22])=[N:3][CH:4]=1, predict the reactants needed to synthesize it. The reactants are: [NH2:1][C:2]1[CH:7]=[CH:6][C:5]([Br:8])=[CH:4][N:3]=1.C([Li])CCC.Cl[Si:15]([CH3:23])([CH3:22])[CH2:16][CH2:17][Si:18](Cl)([CH3:20])[CH3:19]. (3) Given the product [CH3:1][O:2][C:3]1[CH:4]=[C:5]([C:11]([C:13]2[CH:18]=[CH:17][C:16]([O:19][CH3:20])=[CH:15][CH:14]=2)=[CH:29][C:30]#[N:31])[CH:6]=[CH:7][C:8]=1[O:9][CH3:10], predict the reactants needed to synthesize it. The reactants are: [CH3:1][O:2][C:3]1[CH:4]=[C:5]([C:11]([C:13]2[CH:18]=[CH:17][C:16]([O:19][CH3:20])=[CH:15][CH:14]=2)=O)[CH:6]=[CH:7][C:8]=1[O:9][CH3:10].C(OP([CH2:29][C:30]#[N:31])(=O)OCC)C.C[Si]([N-][Si](C)(C)C)(C)C.[Li+].COC1C=C(C(C2C=CC=C(OC)C=2)=CC#N)C=C(OC)C=1.